This data is from Reaction yield outcomes from USPTO patents with 853,638 reactions. The task is: Predict the reaction yield, written as a fraction of the theoretical maximum amount of product (1.0 means a 100% yield; for example, 0.34 means a 34% yield). (1) The catalyst is ClCCl. The product is [NH2:26][C:24]1[C:25]2=[C:17]([C:12]3[CH:13]=[CH:14][C:15]4[C:10]([CH:11]=3)=[N:9][N:8]([CH2:1][C:2]3[CH:3]=[CH:4][CH:5]=[CH:6][CH:7]=3)[CH:16]=4)[CH:18]=[C:19]([CH:27]3[CH2:32][CH2:31][N:30]([C:35]([N:34]([CH3:38])[CH3:33])=[O:36])[CH2:29][CH2:28]3)[N:20]2[N:21]=[CH:22][N:23]=1. The yield is 0.460. The reactants are [CH2:1]([N:8]1[CH:16]=[C:15]2[C:10]([CH:11]=[C:12]([C:17]3[CH:18]=[C:19]([CH:27]4[CH2:32][CH2:31][NH:30][CH2:29][CH2:28]4)[N:20]4[C:25]=3[C:24]([NH2:26])=[N:23][CH:22]=[N:21]4)[CH:13]=[CH:14]2)=[N:9]1)[C:2]1[CH:7]=[CH:6][CH:5]=[CH:4][CH:3]=1.[CH3:33][N:34]([CH3:38])[C:35](Cl)=[O:36].C(N(CC)CC)C. (2) The reactants are [F:1][C:2]1[CH:7]=[CH:6][C:5]([NH:8][CH2:9][CH2:10][CH2:11][C:12]2[CH:19]=[CH:18][C:15]([CH:16]=[O:17])=[CH:14][CH:13]=2)=[CH:4][CH:3]=1.C(O[CH:23](OCC)[C:24]1C=CC(CCCNC2C=CC(F)=CC=2)=C[CH:25]=1)C.BrC(C)C.C([O-])([O-])=O.[K+].[K+]. The catalyst is CN(C=O)C.C(Cl)(Cl)Cl. The product is [F:1][C:2]1[CH:7]=[CH:6][C:5]([N:8]([CH:24]([CH3:25])[CH3:23])[CH2:9][CH2:10][CH2:11][C:12]2[CH:13]=[CH:14][C:15]([CH:16]=[O:17])=[CH:18][CH:19]=2)=[CH:4][CH:3]=1. The yield is 0.830.